Predict the reaction yield, written as a fraction of the theoretical maximum amount of product (1.0 means a 100% yield; for example, 0.34 means a 34% yield). From a dataset of Reaction yield outcomes from USPTO patents with 853,638 reactions. The reactants are [N:1]1[CH:6]=[CH:5][CH:4]=[C:3]([N:7]2[CH:16]=[C:10]3[C:11](=[O:15])[NH:12][CH2:13][CH2:14][C:9]3=[N:8]2)[CH:2]=1.Br[C:18]1[CH:23]=[CH:22][C:21]([C:24]([F:27])([F:26])[F:25])=[CH:20][N:19]=1.C(=O)([O-])[O-].[Cs+].[Cs+]. The catalyst is O1CCOCC1.[Cl-].[Na+].O.C1C=CC(/C=C/C(/C=C/C2C=CC=CC=2)=O)=CC=1.C1C=CC(/C=C/C(/C=C/C2C=CC=CC=2)=O)=CC=1.C1C=CC(/C=C/C(/C=C/C2C=CC=CC=2)=O)=CC=1.[Pd].[Pd].C1(P(C2C=CC=CC=2)C2C3OC4C(=CC=CC=4P(C4C=CC=CC=4)C4C=CC=CC=4)C(C)(C)C=3C=CC=2)C=CC=CC=1. The product is [N:1]1[CH:6]=[CH:5][CH:4]=[C:3]([N:7]2[CH:16]=[C:10]3[C:11](=[O:15])[N:12]([C:18]4[CH:23]=[CH:22][C:21]([C:24]([F:27])([F:26])[F:25])=[CH:20][N:19]=4)[CH2:13][CH2:14][C:9]3=[N:8]2)[CH:2]=1. The yield is 0.820.